This data is from CYP1A2 inhibition data for predicting drug metabolism from PubChem BioAssay. The task is: Regression/Classification. Given a drug SMILES string, predict its absorption, distribution, metabolism, or excretion properties. Task type varies by dataset: regression for continuous measurements (e.g., permeability, clearance, half-life) or binary classification for categorical outcomes (e.g., BBB penetration, CYP inhibition). Dataset: cyp1a2_veith. (1) The result is 0 (non-inhibitor). The compound is CN1[C@@H]2CC(OC(=O)[C@@H](CO)c3ccccc3)C[C@@H]1[C@H]1O[C@H]12. (2) The molecule is COc1ccc(-c2cnnc(CCCn3ccnc3-c3ccccc3)n2)cc1. The result is 0 (non-inhibitor). (3) The result is 0 (non-inhibitor). The molecule is OCCSCc1ccccc1. (4) The molecule is C[C@@]12CCC(=O)C=C1CC[C@H]1[C@H]2[C@@H](O)C[C@@]2(C)[C@@H](c3csc(N)n3)CC[C@H]12.O=S(=O)(O)c1ccc(Br)cc1. The result is 0 (non-inhibitor). (5) The molecule is Cc1cc2cc(C(c3nnnn3C(C)(C)C)N(Cc3ccco3)CC3CCCO3)c(=O)[nH]c2cc1C. The result is 0 (non-inhibitor).